Dataset: Reaction yield outcomes from USPTO patents with 853,638 reactions. Task: Predict the reaction yield, written as a fraction of the theoretical maximum amount of product (1.0 means a 100% yield; for example, 0.34 means a 34% yield). (1) The reactants are [CH3:1][C:2]1[N:3]=[C:4]([NH:11][C:12](=[O:20])OC2C=CC=CC=2)[C:5]([O:9][CH3:10])=[N:6][C:7]=1[CH3:8].[CH3:21][O:22][C:23]1[CH:28]=[CH:27][CH:26]=[CH:25][C:24]=1[N:29]1[CH2:34][CH2:33][NH:32][CH2:31][CH2:30]1. No catalyst specified. The product is [CH3:1][C:2]1[N:3]=[C:4]([NH:11][C:12]([N:32]2[CH2:31][CH2:30][N:29]([C:24]3[CH:25]=[CH:26][CH:27]=[CH:28][C:23]=3[O:22][CH3:21])[CH2:34][CH2:33]2)=[O:20])[C:5]([O:9][CH3:10])=[N:6][C:7]=1[CH3:8]. The yield is 0.820. (2) The reactants are [NH2:1][C@@H:2]1[CH:7]2[CH2:8][CH2:9][N:4]([CH2:5][CH2:6]2)[C@H:3]1[CH2:10][C:11]1[CH:12]=[N:13][CH:14]=[CH:15][CH:16]=1.C(N(CC)CC)C.[O:24]1[C:28]2[CH:29]=[CH:30][CH:31]=[CH:32][C:27]=2[CH:26]=[C:25]1[C:33](O)=[O:34].C(=O)([O-])[O-].[K+].[K+]. The catalyst is ClCCl. The product is [N:13]1[CH:14]=[CH:15][CH:16]=[C:11]([CH2:10][C@H:3]2[C@H:2]([NH:1][C:33]([C:25]3[O:24][C:28]4[CH:29]=[CH:30][CH:31]=[CH:32][C:27]=4[CH:26]=3)=[O:34])[CH:7]3[CH2:6][CH2:5][N:4]2[CH2:9][CH2:8]3)[CH:12]=1. The yield is 0.770. (3) The reactants are [CH3:1][O:2][C:3]1[CH:4]=[C:5]2[C:10](=[CH:11][C:12]=1[O:13][CH3:14])[N:9]=[CH:8][CH:7]=[C:6]2[O:15][C:16]1[CH:22]=[CH:21][C:19]([NH2:20])=[C:18]([CH3:23])[C:17]=1[CH3:24].ClC(Cl)(O[C:29](=[O:35])[O:30][C:31](Cl)(Cl)Cl)Cl.[CH3:37][O:38][C:39]1C=[CH:43][CH:42]=[CH:41][C:40]=1O.C(=O)(O)[O-].[Na+]. The catalyst is C(Cl)Cl.C(N(CC)CC)C.C1(C)C=CC=CC=1. The product is [CH3:1][O:2][C:3]1[CH:4]=[C:5]2[C:10](=[CH:11][C:12]=1[O:13][CH3:14])[N:9]=[CH:8][CH:7]=[C:6]2[O:15][C:16]1[CH:22]=[CH:21][C:19]([NH:20][C:29](=[O:35])[O:30][C:31]2[CH:43]=[CH:42][CH:41]=[CH:40][C:39]=2[O:38][CH3:37])=[C:18]([CH3:23])[C:17]=1[CH3:24]. The yield is 0.410. (4) The reactants are C(OC(=O)[NH:7][CH:8]1[CH2:13][CH2:12][N:11]([CH2:14][CH2:15][F:16])[CH2:10][CH2:9]1)(C)(C)C.Cl.O1CCOCC1. No catalyst specified. The product is [F:16][CH2:15][CH2:14][N:11]1[CH2:12][CH2:13][CH:8]([NH2:7])[CH2:9][CH2:10]1. The yield is 1.00. (5) The reactants are FC(F)(F)C1C=C(NC(=O)NC2C=CC(C3SC(CCC(O)=O)=NC=3)=CC=2)C=CC=1.[Cl:31][C:32]1[CH:37]=[CH:36][CH:35]=[C:34]([CH3:38])[C:33]=1[NH:39][C:40](=[O:63])[NH:41][C:42]1[CH:47]=[CH:46][C:45]([C:48]2[S:52][C:51]([CH:53]3[CH2:58][CH2:57][CH:56]([C:59]([O:61]C)=[O:60])[CH2:55][CH2:54]3)=[N:50][CH:49]=2)=[CH:44][CH:43]=1. No catalyst specified. The product is [Cl:31][C:32]1[CH:37]=[CH:36][CH:35]=[C:34]([CH3:38])[C:33]=1[NH:39][C:40](=[O:63])[NH:41][C:42]1[CH:43]=[CH:44][C:45]([C:48]2[S:52][C:51]([CH:53]3[CH2:54][CH2:55][CH:56]([C:59]([OH:61])=[O:60])[CH2:57][CH2:58]3)=[N:50][CH:49]=2)=[CH:46][CH:47]=1. The yield is 0.520. (6) The reactants are C[O:2][C:3]([C:5]1[C:13]2[N:12]=[C:11]([CH2:14][N:15]3[C:19]4[CH:20]=[CH:21][CH:22]=[CH:23][C:18]=4[N:17]([CH:24]([CH3:26])[CH3:25])[C:16]3=[O:27])[N:10]([CH2:28][CH2:29][CH:30]([CH3:32])[CH3:31])[C:9]=2[CH:8]=[CH:7][CH:6]=1)=O.[H-].[H-].[H-].[H-].[Li+].[Al+3]. The catalyst is C1COCC1. The product is [OH:2][CH2:3][C:5]1[C:13]2[N:12]=[C:11]([CH2:14][N:15]3[C:19]4[CH:20]=[CH:21][CH:22]=[CH:23][C:18]=4[N:17]([CH:24]([CH3:25])[CH3:26])[C:16]3=[O:27])[N:10]([CH2:28][CH2:29][CH:30]([CH3:32])[CH3:31])[C:9]=2[CH:8]=[CH:7][CH:6]=1. The yield is 0.550. (7) The product is [Cl:1][C:2]1[CH:10]=[C:9]2[C:5]([C:6]([CH:19]=[O:20])=[CH:7][NH:8]2)=[CH:4][C:3]=1[C:26]1[CH:31]=[CH:30][C:29]([C:32]2([C:36]([OH:38])=[O:37])[CH2:35][CH2:34][CH2:33]2)=[CH:28][CH:27]=1. The yield is 0.630. The catalyst is O1CCOCC1.CN(C=O)C.C1C=CC(P(C2C=CC=CC=2)[C-]2C=CC=C2)=CC=1.C1C=CC(P(C2C=CC=CC=2)[C-]2C=CC=C2)=CC=1.Cl[Pd]Cl.[Fe+2]. The reactants are [Cl:1][C:2]1[CH:10]=[C:9]2[C:5]([CH:6]=[CH:7][NH:8]2)=[CH:4][C:3]=1B1OCC(C)(C)CO1.[C:19](=O)([O-])[O-:20].[K+].[K+].Br[C:26]1[CH:31]=[CH:30][C:29]([C:32]2([C:36]([OH:38])=[O:37])[CH2:35][CH2:34][CH2:33]2)=[CH:28][CH:27]=1.